This data is from Forward reaction prediction with 1.9M reactions from USPTO patents (1976-2016). The task is: Predict the product of the given reaction. (1) Given the reactants [H-].[Na+].[F:3][C:4]([F:11])([CH3:10])[C:5](OCC)=[O:6].[C:12]([C:15]1[CH:25]=[C:24]([CH3:26])[C:18]2[O:19][CH2:20][C:21](=[O:23])[NH:22][C:17]=2[CH:16]=1)(=[O:14])[CH3:13], predict the reaction product. The product is: [F:3][C:4]([F:11])([CH3:10])[C:5](=[O:6])[CH2:13][C:12]([C:15]1[CH:25]=[C:24]([CH3:26])[C:18]2[O:19][CH2:20][C:21](=[O:23])[NH:22][C:17]=2[CH:16]=1)=[O:14]. (2) Given the reactants [NH2:1][C:2]1[C:3]([Br:11])=[C:4]([CH:8]=[CH:9][CH:10]=1)[C:5]([OH:7])=[O:6].OS(O)(=O)=O.[CH3:17]O, predict the reaction product. The product is: [NH2:1][C:2]1[C:3]([Br:11])=[C:4]([CH:8]=[CH:9][CH:10]=1)[C:5]([O:7][CH3:17])=[O:6]. (3) Given the reactants [C:1]([O:5][C:6]([NH:8][C@H:9]([C:36]([O:38][CH3:39])=[O:37])[CH2:10][C:11]1[CH:16]=[CH:15][C:14]([CH:17]=[CH:18][CH2:19][CH2:20][C:21]2[CH:26]=[CH:25][CH:24]=[C:23]([N:27]([C:29]([O:31][C:32]([CH3:35])([CH3:34])[CH3:33])=[O:30])[CH3:28])[N:22]=2)=[CH:13][CH:12]=1)=[O:7])([CH3:4])([CH3:3])[CH3:2], predict the reaction product. The product is: [C:1]([O:5][C:6]([NH:8][C@H:9]([C:36]([O:38][CH3:39])=[O:37])[CH2:10][C:11]1[CH:16]=[CH:15][C:14]([CH2:17][CH2:18][CH2:19][CH2:20][C:21]2[CH:26]=[CH:25][CH:24]=[C:23]([N:27]([C:29]([O:31][C:32]([CH3:34])([CH3:33])[CH3:35])=[O:30])[CH3:28])[N:22]=2)=[CH:13][CH:12]=1)=[O:7])([CH3:4])([CH3:2])[CH3:3]. (4) Given the reactants [NH:1]1[CH:5]=[CH:4][C:3]([NH:6][C:7]2[NH:8][C:9](=O)[C:10]3[C:15]([CH:16]=2)=[CH:14][CH:13]=[CH:12][CH:11]=3)=[N:2]1.O=P(Cl)(Cl)[Cl:20], predict the reaction product. The product is: [Cl:20][C:9]1[C:10]2[C:15](=[CH:14][CH:13]=[CH:12][CH:11]=2)[CH:16]=[C:7]([NH:6][C:3]2[CH:4]=[CH:5][NH:1][N:2]=2)[N:8]=1. (5) Given the reactants [Br:1][C:2]1[CH:9]=[CH:8][C:7]([S:10][CH2:11][CH:12]2[CH2:17][CH2:16][CH2:15][CH2:14][CH2:13]2)=[CH:6][C:3]=1[CH:4]=[O:5].[C:18]1(C)C=CC(S(O)(=O)=O)=C[CH:19]=1.[CH2:29]([OH:31])[CH3:30], predict the reaction product. The product is: [Br:1][C:2]1[CH:9]=[CH:8][C:7]([S:10][CH2:11][CH:12]2[CH2:17][CH2:16][CH2:15][CH2:14][CH2:13]2)=[CH:6][C:3]=1[CH:4]([O:31][CH2:29][CH3:30])[O:5][CH2:18][CH3:19]. (6) Given the reactants [CH2:1]([C:3]1[C:7](I)=[C:6]([CH:9]=[O:10])[NH:5][C:4]=1[C:11]([O:13][C:14]([CH3:17])([CH3:16])[CH3:15])=[O:12])[CH3:2].[O-]P([O-])([O-])=O.[K+].[K+].[K+].[O:26]1[C:30]2[CH:31]=[CH:32][CH:33]=[CH:34][C:29]=2[CH:28]=[C:27]1B(O)O, predict the reaction product. The product is: [O:26]1[C:30]2[CH:31]=[CH:32][CH:33]=[CH:34][C:29]=2[CH:28]=[C:27]1[C:7]1[C:3]([CH2:1][CH3:2])=[C:4]([C:11]([O:13][C:14]([CH3:17])([CH3:16])[CH3:15])=[O:12])[NH:5][C:6]=1[CH:9]=[O:10]. (7) Given the reactants [C:1](=[O:14])([O:6][C:7]1[CH:12]=[CH:11][C:10]([F:13])=[CH:9][CH:8]=1)[O:2][CH:3](Cl)[CH3:4].[C:15]([OH:20])(=[O:19])[CH:16]([CH3:18])[CH3:17], predict the reaction product. The product is: [CH3:17][CH:16]([CH3:18])[C:15]([O:20][CH:3]([O:2][C:1]([O:6][C:7]1[CH:12]=[CH:11][C:10]([F:13])=[CH:9][CH:8]=1)=[O:14])[CH3:4])=[O:19]. (8) Given the reactants N.CC(C)([O-:5])C.[K+].[Br:8][C:9]1[CH:10]=[N:11][CH:12]=[C:13]([N+:16]([O-:18])=[O:17])[C:14]=1[Cl:15].C(OO)(C)(C)C, predict the reaction product. The product is: [Br:8][C:9]1[C:10](=[O:5])[NH:11][CH:12]=[C:13]([N+:16]([O-:18])=[O:17])[C:14]=1[Cl:15]. (9) The product is: [CH3:16][O:9][C:8](=[O:10])[CH2:7][CH2:6][C:5]1[CH:11]=[CH:12][CH:13]=[C:3]([C:2]([F:14])([F:15])[F:1])[CH:4]=1. Given the reactants [F:1][C:2]([F:15])([F:14])[C:3]1[CH:4]=[C:5]([CH:11]=[CH:12][CH:13]=1)[CH:6]=[CH:7][C:8]([OH:10])=[O:9].[CH2:16](O)C, predict the reaction product. (10) Given the reactants [CH3:1][O:2][C:3](=[O:31])[CH2:4][O:5][C:6]1[CH:11]=[CH:10][C:9]([O:12][CH2:13][C:14]2[S:15][C:16](Br)=[C:17]([C:19]3[CH:24]=[CH:23][C:22]([O:25][CH:26]([CH3:28])[CH3:27])=[CH:21][CH:20]=3)[N:18]=2)=[CH:8][C:7]=1[CH3:30].[F:32][C:33]([F:45])([F:44])[O:34][C:35]1[CH:40]=[CH:39][C:38](B(O)O)=[CH:37][CH:36]=1.C(=O)([O-])[O-].[Na+].[Na+].C(O)C, predict the reaction product. The product is: [CH3:1][O:2][C:3](=[O:31])[CH2:4][O:5][C:6]1[CH:11]=[CH:10][C:9]([O:12][CH2:13][C:14]2[S:15][C:16]([C:38]3[CH:37]=[CH:36][C:35]([O:34][C:33]([F:32])([F:44])[F:45])=[CH:40][CH:39]=3)=[C:17]([C:19]3[CH:24]=[CH:23][C:22]([O:25][CH:26]([CH3:28])[CH3:27])=[CH:21][CH:20]=3)[N:18]=2)=[CH:8][C:7]=1[CH3:30].